From a dataset of Catalyst prediction with 721,799 reactions and 888 catalyst types from USPTO. Predict which catalyst facilitates the given reaction. Product: [Cl:16][C:8]1[CH:7]=[CH:6][C:5]2[C:10](=[CH:11][CH:12]=[C:3]([O:2][CH3:1])[CH:4]=2)[N:9]=1. The catalyst class is: 11. Reactant: [CH3:1][O:2][C:3]1[CH:4]=[C:5]2[C:10](=[CH:11][CH:12]=1)[NH:9][C:8](=O)[CH:7]=[CH:6]2.P(Cl)(Cl)([Cl:16])=O.[OH-].[Na+].